This data is from Experimentally validated miRNA-target interactions with 360,000+ pairs, plus equal number of negative samples. The task is: Binary Classification. Given a miRNA mature sequence and a target amino acid sequence, predict their likelihood of interaction. The miRNA is hsa-miR-449a with sequence UGGCAGUGUAUUGUUAGCUGGU. The protein sequence of the target gene is MADAWEEIRRLAADFQRAQFAESTQRLSERNCIEIVNKLISQKQLEVVHTLDGKEYITPAQISKEMRDELHVRGGRVNIVDLQQVINVDLTHIESRVSDIIKSEKHVQMVLGQLIDENYLDQLSEEVNDKLQESGQVTVSELCKAYDLPGDFLTQALTQRLGRIINGHLDLDNRGVIFTEAFVARHKARIRGLFSAITRPTPVNSLVSKYGFQEQLLYSVLEDLVSTGRLRGTVVGGRQDKAVFVPDIYSRTQSTWVDSFFRQNGYLEFDALSRLGIPDAVNYIKKRYKNTQLLFLKATC.... Result: 0 (no interaction).